Dataset: Peptide-MHC class I binding affinity with 185,985 pairs from IEDB/IMGT. Task: Regression. Given a peptide amino acid sequence and an MHC pseudo amino acid sequence, predict their binding affinity value. This is MHC class I binding data. (1) The peptide sequence is LTTRYYLL. The MHC is H-2-Db with pseudo-sequence H-2-Db. The binding affinity (normalized) is 0. (2) The peptide sequence is RPAGARAAF. The MHC is HLA-B57:01 with pseudo-sequence HLA-B57:01. The binding affinity (normalized) is 0.0847. (3) The binding affinity (normalized) is 0.665. The MHC is HLA-B15:03 with pseudo-sequence HLA-B15:03. The peptide sequence is ILVNQYSHM.